From a dataset of NCI-60 drug combinations with 297,098 pairs across 59 cell lines. Regression. Given two drug SMILES strings and cell line genomic features, predict the synergy score measuring deviation from expected non-interaction effect. (1) Cell line: 786-0. Drug 1: CS(=O)(=O)C1=CC(=C(C=C1)C(=O)NC2=CC(=C(C=C2)Cl)C3=CC=CC=N3)Cl. Drug 2: C1=CC(=CC=C1CCCC(=O)O)N(CCCl)CCCl. Synergy scores: CSS=54.9, Synergy_ZIP=-1.21, Synergy_Bliss=-0.874, Synergy_Loewe=0.405, Synergy_HSA=1.85. (2) Drug 1: CNC(=O)C1=NC=CC(=C1)OC2=CC=C(C=C2)NC(=O)NC3=CC(=C(C=C3)Cl)C(F)(F)F. Drug 2: C1CCC(C(C1)N)N.C(=O)(C(=O)[O-])[O-].[Pt+4]. Cell line: NCI-H522. Synergy scores: CSS=11.1, Synergy_ZIP=-7.05, Synergy_Bliss=-3.47, Synergy_Loewe=-12.2, Synergy_HSA=-3.83. (3) Drug 1: CN(C)N=NC1=C(NC=N1)C(=O)N. Drug 2: C1CN1P(=S)(N2CC2)N3CC3. Cell line: HT29. Synergy scores: CSS=13.7, Synergy_ZIP=-0.0511, Synergy_Bliss=4.23, Synergy_Loewe=1.12, Synergy_HSA=3.22. (4) Drug 1: C1=NC2=C(N1)C(=S)N=C(N2)N. Drug 2: C1C(C(OC1N2C=NC3=C(N=C(N=C32)Cl)N)CO)O. Cell line: NCI-H522. Synergy scores: CSS=19.0, Synergy_ZIP=-11.6, Synergy_Bliss=-7.51, Synergy_Loewe=-9.01, Synergy_HSA=-6.38. (5) Drug 1: CC1CCC2CC(C(=CC=CC=CC(CC(C(=O)C(C(C(=CC(C(=O)CC(OC(=O)C3CCCCN3C(=O)C(=O)C1(O2)O)C(C)CC4CCC(C(C4)OC)OCCO)C)C)O)OC)C)C)C)OC. Drug 2: CN(C(=O)NC(C=O)C(C(C(CO)O)O)O)N=O. Cell line: CAKI-1. Synergy scores: CSS=2.03, Synergy_ZIP=-4.17, Synergy_Bliss=-4.58, Synergy_Loewe=-5.60, Synergy_HSA=-5.29. (6) Drug 1: CC1C(C(CC(O1)OC2CC(CC3=C2C(=C4C(=C3O)C(=O)C5=C(C4=O)C(=CC=C5)OC)O)(C(=O)CO)O)N)O.Cl. Drug 2: C1C(C(OC1N2C=NC(=NC2=O)N)CO)O. Cell line: M14. Synergy scores: CSS=4.43, Synergy_ZIP=0.257, Synergy_Bliss=-1.40, Synergy_Loewe=1.10, Synergy_HSA=-0.203. (7) Synergy scores: CSS=24.1, Synergy_ZIP=0.539, Synergy_Bliss=3.97, Synergy_Loewe=-8.13, Synergy_HSA=3.33. Cell line: NCI-H226. Drug 2: CN(CC1=CN=C2C(=N1)C(=NC(=N2)N)N)C3=CC=C(C=C3)C(=O)NC(CCC(=O)O)C(=O)O. Drug 1: CCC1=CC2CC(C3=C(CN(C2)C1)C4=CC=CC=C4N3)(C5=C(C=C6C(=C5)C78CCN9C7C(C=CC9)(C(C(C8N6C)(C(=O)OC)O)OC(=O)C)CC)OC)C(=O)OC.C(C(C(=O)O)O)(C(=O)O)O. (8) Drug 1: C1=NC2=C(N1)C(=S)N=C(N2)N. Drug 2: CN1C(=O)N2C=NC(=C2N=N1)C(=O)N. Cell line: 786-0. Synergy scores: CSS=34.8, Synergy_ZIP=-0.303, Synergy_Bliss=2.45, Synergy_Loewe=-14.4, Synergy_HSA=3.13. (9) Drug 1: CC(C1=C(C=CC(=C1Cl)F)Cl)OC2=C(N=CC(=C2)C3=CN(N=C3)C4CCNCC4)N. Drug 2: CN(C)N=NC1=C(NC=N1)C(=O)N. Cell line: HS 578T. Synergy scores: CSS=2.38, Synergy_ZIP=1.33, Synergy_Bliss=2.05, Synergy_Loewe=-4.55, Synergy_HSA=-3.71.